This data is from Reaction yield outcomes from USPTO patents with 853,638 reactions. The task is: Predict the reaction yield, written as a fraction of the theoretical maximum amount of product (1.0 means a 100% yield; for example, 0.34 means a 34% yield). (1) The reactants are [Cl:1][C:2]1[CH:7]=[CH:6][C:5](/[CH:8]=[CH:9]/[CH2:10][N:11]2[CH2:20][CH2:19][C:14]3(OCC[O:15]3)[CH2:13][CH2:12]2)=[CH:4][CH:3]=1.Cl.[OH-].[Na+]. The catalyst is CO. The product is [Cl:1][C:2]1[CH:7]=[CH:6][C:5](/[CH:8]=[CH:9]/[CH2:10][N:11]2[CH2:12][CH2:13][C:14](=[O:15])[CH2:19][CH2:20]2)=[CH:4][CH:3]=1. The yield is 1.00. (2) The reactants are C([O-])(=O)C.[NH4+:5].[CH2:6]([O:8][C:9](=[O:23])[C:10]([NH:12][C:13]1[CH:18]=[CH:17][C:16]([Br:19])=[CH:15][C:14]=1[C:20](=O)[CH3:21])=O)[CH3:7]. The catalyst is C(O)(=O)C. The product is [Br:19][C:16]1[CH:15]=[C:14]2[C:13](=[CH:18][CH:17]=1)[N:12]=[C:10]([C:9]([O:8][CH2:6][CH3:7])=[O:23])[N:5]=[C:20]2[CH3:21]. The yield is 0.490. (3) The reactants are COC1C=C(C=CC=1OC)C[NH:7][C:8]1[N:9]=[C:10]([C:17]2[O:18][CH:19]=[CH:20][CH:21]=2)[C:11]2[S:16][CH:15]=[CH:14][C:12]=2[N:13]=1.C([O-])(O)=O.[Na+]. The catalyst is C(O)(C(F)(F)F)=O. The product is [O:18]1[CH:19]=[CH:20][CH:21]=[C:17]1[C:10]1[C:11]2[S:16][CH:15]=[CH:14][C:12]=2[N:13]=[C:8]([NH2:7])[N:9]=1. The yield is 0.920. (4) The reactants are Br[C:2]1[C:15]2[C:16]3=[C:17]4[C:12](=[CH:13][CH:14]=2)[CH:11]=[CH:10][C:9](Br)=[C:8]4[CH:7]=[CH:6][C:5]3=[CH:4][CH:3]=1.[CH3:19][C:20]1[CH:21]=[C:22]([NH:26][C:27]2[CH:32]=[CH:31][CH:30]=[C:29]([C:33]3([C:46]4[CH:51]=[CH:50][CH:49]=[CH:48][CH:47]=4)[C:45]4[CH:44]=[CH:43][CH:42]=[CH:41][C:40]=4[C:39]4[C:34]3=[CH:35][CH:36]=[CH:37][CH:38]=4)[CH:28]=2)[CH:23]=[CH:24][CH:25]=1.[CH3:52][C:53]([CH3:56])([O-])[CH3:54].[Na+].[C:67](P([C:67]([CH3:70])([CH3:69])[CH3:68])[C:67]([CH3:70])([CH3:69])[CH3:68])([CH3:70])([CH3:69])[CH3:68]. The catalyst is C1C=CC(/C=C/C(/C=C/C2C=CC=CC=2)=O)=CC=1.C1C=CC(/C=C/C(/C=C/C2C=CC=CC=2)=O)=CC=1.[Pd].C1(C)C=CC=CC=1.CCCCCC. The product is [CH3:19][C:20]1[CH:21]=[C:22]([N:26]([C:27]2[CH:32]=[CH:31][CH:30]=[C:29]([C:33]3([C:46]4[CH:51]=[CH:50][CH:49]=[CH:48][CH:47]=4)[C:45]4[CH:44]=[CH:43][CH:42]=[CH:41][C:40]=4[C:39]4[C:34]3=[CH:35][CH:36]=[CH:37][CH:38]=4)[CH:28]=2)[C:2]2[C:15]3=[C:16]4[C:17]5[C:12]([CH:13]=[CH:14]3)=[CH:11][CH:10]=[C:9]([N:26]([C:22]3[CH:21]=[CH:20][CH:69]=[C:67]([CH3:68])[CH:70]=3)[C:27]3[CH:28]=[CH:29][CH:54]=[C:53]([C:56]6([C:49]7[CH:48]=[CH:47][CH:46]=[CH:51][CH:50]=7)[C:41]7[CH:42]=[CH:43][CH:44]=[CH:45][C:40]=7[C:39]7[C:38]6=[CH:37][CH:36]=[CH:35][CH:34]=7)[CH:52]=3)[C:8]=5[CH:7]=[CH:6][C:5]4=[CH:4][CH:3]=2)[CH:23]=[CH:24][CH:25]=1. The yield is 0.670.